Dataset: Reaction yield outcomes from USPTO patents with 853,638 reactions. Task: Predict the reaction yield, written as a fraction of the theoretical maximum amount of product (1.0 means a 100% yield; for example, 0.34 means a 34% yield). (1) The reactants are [C:1](Cl)(=[O:3])[CH3:2].N1C=CC=CC=1.[C:11]([O:15][C:16]([N:18]1[CH2:24][CH2:23][CH2:22][CH:21]([NH:25][CH2:26][C:27]2[CH:32]=[C:31]([C:33]([F:36])([F:35])[F:34])[CH:30]=[C:29]([C:37]([F:40])([F:39])[F:38])[CH:28]=2)[C:20]2[CH:41]=[CH:42][C:43]([Cl:45])=[CH:44][C:19]1=2)=[O:17])([CH3:14])([CH3:13])[CH3:12]. The catalyst is ClCCl. The product is [C:11]([O:15][C:16]([N:18]1[CH2:24][CH2:23][CH2:22][CH:21]([N:25]([C:1](=[O:3])[CH3:2])[CH2:26][C:27]2[CH:32]=[C:31]([C:33]([F:36])([F:35])[F:34])[CH:30]=[C:29]([C:37]([F:40])([F:38])[F:39])[CH:28]=2)[C:20]2[CH:41]=[CH:42][C:43]([Cl:45])=[CH:44][C:19]1=2)=[O:17])([CH3:14])([CH3:12])[CH3:13]. The yield is 0.710. (2) The reactants are [CH3:1][O:2][C:3]1[CH:4]=[C:5]([C:12]2[O:13][C:14]([CH2:17][N:18]3[CH2:22][CH2:21][CH2:20][CH2:19]3)=[N:15][N:16]=2)[CH:6]=[CH:7][C:8]=1[N+:9]([O-])=O. The catalyst is [Pt].CCOC(C)=O. The product is [CH3:1][O:2][C:3]1[CH:4]=[C:5]([C:12]2[O:13][C:14]([CH2:17][N:18]3[CH2:22][CH2:21][CH2:20][CH2:19]3)=[N:15][N:16]=2)[CH:6]=[CH:7][C:8]=1[NH2:9]. The yield is 0.250. (3) The reactants are I[CH2:2][C@@H:3]([CH3:16])[CH2:4][N:5]1[C:10]2[CH:11]=[CH:12][CH:13]=[CH:14][C:9]=2[O:8][CH2:7][C:6]1=[O:15].[CH2:17]([CH:21]1[CH2:26][CH2:25][NH:24][CH2:23][CH2:22]1)[CH2:18][CH2:19][CH3:20]. The catalyst is CC#N. The product is [CH2:17]([CH:21]1[CH2:26][CH2:25][N:24]([CH2:2][C@@H:3]([CH3:16])[CH2:4][N:5]2[C:10]3[CH:11]=[CH:12][CH:13]=[CH:14][C:9]=3[O:8][CH2:7][C:6]2=[O:15])[CH2:23][CH2:22]1)[CH2:18][CH2:19][CH3:20]. The yield is 0.790. (4) The reactants are [CH3:1][C:2]1[S:3][CH:4]=[C:5]([C:7]2[CH:8]=[C:9]([NH:13][C:14]3[NH:19][C:18](=O)[CH:17]=[CH:16][N:15]=3)[CH:10]=[CH:11][CH:12]=2)[N:6]=1.CN(C)C1C=CC=CC=1.P(Cl)(Cl)([Cl:32])=O. No catalyst specified. The product is [Cl:32][C:18]1[CH:17]=[CH:16][N:15]=[C:14]([NH:13][C:9]2[CH:10]=[CH:11][CH:12]=[C:7]([C:5]3[N:6]=[C:2]([CH3:1])[S:3][CH:4]=3)[CH:8]=2)[N:19]=1. The yield is 0.470.